From a dataset of Reaction yield outcomes from USPTO patents with 853,638 reactions. Predict the reaction yield, written as a fraction of the theoretical maximum amount of product (1.0 means a 100% yield; for example, 0.34 means a 34% yield). The reactants are [C:1]([C:3]1[N:8]=[C:7]([C:9]2[S:13][C:12]([N:14]3[CH2:19][CH2:18][O:17][CH2:16][CH2:15]3)=[N:11][C:10]=2[C:20]2[C:21]([F:38])=[C:22]([NH:26][S:27]([C:30]3[CH:35]=[C:34]([F:36])[CH:33]=[CH:32][C:31]=3[F:37])(=[O:29])=[O:28])[CH:23]=[CH:24][CH:25]=2)[CH:6]=[CH:5][N:4]=1)#[N:2].CC(C[AlH]CC(C)C)C. The catalyst is ClCCl. The product is [NH2:2][CH2:1][C:3]1[N:8]=[C:7]([C:9]2[S:13][C:12]([N:14]3[CH2:19][CH2:18][O:17][CH2:16][CH2:15]3)=[N:11][C:10]=2[C:20]2[C:21]([F:38])=[C:22]([NH:26][S:27]([C:30]3[CH:35]=[C:34]([F:36])[CH:33]=[CH:32][C:31]=3[F:37])(=[O:28])=[O:29])[CH:23]=[CH:24][CH:25]=2)[CH:6]=[CH:5][N:4]=1. The yield is 0.730.